Dataset: Reaction yield outcomes from USPTO patents with 853,638 reactions. Task: Predict the reaction yield, written as a fraction of the theoretical maximum amount of product (1.0 means a 100% yield; for example, 0.34 means a 34% yield). The reactants are [C:1]([C:3]1([C:6]2[CH:7]=[C:8]([CH:13]=[CH:14][CH:15]=2)[C:9]([O:11]C)=[O:10])[CH2:5][CH2:4]1)#[N:2].[OH-].[Li+].CO.O. The product is [C:1]([C:3]1([C:6]2[CH:7]=[C:8]([CH:13]=[CH:14][CH:15]=2)[C:9]([OH:11])=[O:10])[CH2:4][CH2:5]1)#[N:2]. The yield is 0.610. The catalyst is O1CCCC1.